From a dataset of Catalyst prediction with 721,799 reactions and 888 catalyst types from USPTO. Predict which catalyst facilitates the given reaction. (1) Reactant: [Br:1][C:2]1[CH:3]=[CH:4][C:5]([Cl:11])=[C:6]([CH:10]=1)[C:7]([OH:9])=[O:8].C(N1C=CN=C1)(N1C=CN=C1)=O.[C:24](O)([CH3:27])([CH3:26])[CH3:25].N12CCCN=C1CCCCC2. Product: [C:24]([O:8][C:7](=[O:9])[C:6]1[CH:10]=[C:2]([Br:1])[CH:3]=[CH:4][C:5]=1[Cl:11])([CH3:27])([CH3:26])[CH3:25]. The catalyst class is: 483. (2) Reactant: Br[CH2:2][CH2:3][C:4]1[CH:9]=[CH:8][C:7]([Cl:10])=[CH:6][CH:5]=1.[S:11]([O-:14])([O-:13])=[O:12].[Na+:15].[Na+]. Product: [Cl:10][C:7]1[CH:8]=[CH:9][C:4]([CH2:3][CH2:2][S:11]([O-:14])(=[O:13])=[O:12])=[CH:5][CH:6]=1.[Na+:15]. The catalyst class is: 38. (3) Reactant: [CH3:1][O:2][C:3]1[C:8]2[C:9](=[O:12])[O:10][CH2:11][C:7]=2[CH:6]=[C:5]([CH2:13][CH:14]=[O:15])[CH:4]=1.[BH4-].[Na+]. Product: [OH:15][CH2:14][CH2:13][C:5]1[CH:4]=[C:3]([O:2][CH3:1])[C:8]2[C:9](=[O:12])[O:10][CH2:11][C:7]=2[CH:6]=1. The catalyst class is: 5. (4) Reactant: [Si:1]([O:8][CH2:9][C:10]1[N:11]([CH3:25])[C:12]2[C:17]([CH:18]=1)=[CH:16][C:15]1[C:19](=O)[CH2:20][CH2:21][CH2:22][CH2:23][C:14]=1[CH:13]=2)([C:4]([CH3:7])([CH3:6])[CH3:5])([CH3:3])[CH3:2].[CH3:26][O:27][C:28]1[CH:35]=[C:34]([O:36][CH3:37])[CH:33]=[CH:32][C:29]=1[CH2:30][NH2:31].CCN(CC)CC. Product: [Si:1]([O:8][CH2:9][C:10]1[N:11]([CH3:25])[C:12]2[C:17]([CH:18]=1)=[CH:16][C:15]1[C:19](=[N:31][CH2:30][C:29]3[CH:32]=[CH:33][C:34]([O:36][CH3:37])=[CH:35][C:28]=3[O:27][CH3:26])[CH2:20][CH2:21][CH2:22][CH2:23][C:14]=1[CH:13]=2)([C:4]([CH3:7])([CH3:6])[CH3:5])([CH3:2])[CH3:3]. The catalyst class is: 388.